Dataset: Reaction yield outcomes from USPTO patents with 853,638 reactions. Task: Predict the reaction yield, written as a fraction of the theoretical maximum amount of product (1.0 means a 100% yield; for example, 0.34 means a 34% yield). The reactants are [CH:1]([C:3]1[CH:4]=[C:5]([CH:9]=[CH:10][CH:11]=1)[C:6]([OH:8])=O)=[O:2].C(N(CC)CC)C.ON1C2C=CC=CC=2N=N1.Cl.C(N=C=NCCCN(C)C)C.Cl.[CH:42]1([C:45]([N:47]2[CH2:52][CH2:51][NH:50][CH2:49][CH2:48]2)=[O:46])[CH2:44][CH2:43]1. The catalyst is ClCCl. The product is [CH:42]1([C:45]([N:47]2[CH2:52][CH2:51][N:50]([C:6]([C:5]3[CH:4]=[C:3]([CH:11]=[CH:10][CH:9]=3)[CH:1]=[O:2])=[O:8])[CH2:49][CH2:48]2)=[O:46])[CH2:43][CH2:44]1. The yield is 0.940.